This data is from Full USPTO retrosynthesis dataset with 1.9M reactions from patents (1976-2016). The task is: Predict the reactants needed to synthesize the given product. (1) Given the product [CH3:36][O:35][C@H:23]1[C@H:24]([NH:27][C:28](=[O:29])[O:30][C:31]([CH3:32])([CH3:34])[CH3:33])[CH2:25][CH2:26][N:21]([CH2:20][CH2:19][N:10]2[C:11]3[C:6](=[CH:5][CH:4]=[C:3]([O:2][CH3:1])[CH:12]=3)[N:7]=[CH:8][C:9]2=[O:13])[CH2:22]1, predict the reactants needed to synthesize it. The reactants are: [CH3:1][O:2][C:3]1[CH:12]=[C:11]2[C:6]([N:7]=[CH:8][C:9](=[O:13])[NH:10]2)=[CH:5][CH:4]=1.CS(O[CH2:19][CH2:20][N:21]1[CH2:26][CH2:25][C@@H:24]([NH:27][C:28]([O:30][C:31]([CH3:34])([CH3:33])[CH3:32])=[O:29])[C@H:23]([O:35][CH3:36])[CH2:22]1)(=O)=O.[H-].[Na+]. (2) Given the product [CH3:34][O:33][C:29](=[O:32])[CH2:30][CH2:31][N:10]([C@H:11]([CH3:25])[CH2:12][N:13]([C:18]([O:20][C:21]([CH3:24])([CH3:23])[CH3:22])=[O:19])[CH2:14][CH2:15][CH2:16][OH:17])[C:41](=[O:42])/[CH:40]=[CH:39]/[C:38]1[CH:44]=[CH:45][CH:46]=[C:36]([Cl:35])[CH:37]=1, predict the reactants needed to synthesize it. The reactants are: C(OC(=O)[NH:10][C@H:11]([CH3:25])[CH2:12][N:13]([C:18]([O:20][C:21]([CH3:24])([CH3:23])[CH3:22])=[O:19])[CH2:14][CH2:15][CH2:16][OH:17])C1C=CC=CC=1.[H][H].[C:29]([O:33][CH3:34])(=[O:32])[CH:30]=[CH2:31].[Cl:35][C:36]1[CH:37]=[C:38]([CH:44]=[CH:45][CH:46]=1)[CH:39]=[CH:40][C:41](Cl)=[O:42].C(N(CC)CC)C. (3) Given the product [O:1]1[C:5]2[CH:6]=[CH:7][CH:8]=[CH:9][C:4]=2[CH:3]([OH:10])[CH2:2]1, predict the reactants needed to synthesize it. The reactants are: [O:1]1[C:5]2[CH:6]=[CH:7][CH:8]=[CH:9][C:4]=2[C:3](=[O:10])[CH2:2]1.O1CCCC1.[BH4-].[Na+].O. (4) The reactants are: Cl[C:2]1[N:7]=[CH:6][N:5]=[C:4]2[N:8]([C:11]3[CH:16]=[CH:15][CH:14]=[CH:13][C:12]=3[Cl:17])[N:9]=[CH:10][C:3]=12.[C:18]([C:22]1[CH:28]=[CH:27][C:25]([NH2:26])=[CH:24][CH:23]=1)([CH3:21])([CH3:20])[CH3:19]. Given the product [C:18]([C:22]1[CH:23]=[CH:24][C:25]([NH:26][C:2]2[N:7]=[CH:6][N:5]=[C:4]3[N:8]([C:11]4[CH:16]=[CH:15][CH:14]=[CH:13][C:12]=4[Cl:17])[N:9]=[CH:10][C:3]=23)=[CH:27][CH:28]=1)([CH3:21])([CH3:19])[CH3:20], predict the reactants needed to synthesize it. (5) Given the product [C:18]([O:22][C:23]([N:25]1[CH2:29][CH2:28][CH2:27][C@H:26]1[CH2:30][O:17][C:14]1[CH:13]=[CH:12][C:11]([O:10][CH2:3][C:4]2[CH:5]=[CH:6][CH:7]=[CH:8][CH:9]=2)=[CH:16][CH:15]=1)=[O:24])([CH3:21])([CH3:19])[CH3:20], predict the reactants needed to synthesize it. The reactants are: [H-].[Na+].[CH2:3]([O:10][C:11]1[CH:16]=[CH:15][C:14]([OH:17])=[CH:13][CH:12]=1)[C:4]1[CH:9]=[CH:8][CH:7]=[CH:6][CH:5]=1.[C:18]([O:22][C:23]([N:25]1[CH2:29][CH2:28][CH2:27][C@H:26]1[CH2:30]OS(C1C=CC(C)=CC=1)(=O)=O)=[O:24])([CH3:21])([CH3:20])[CH3:19].